Dataset: Forward reaction prediction with 1.9M reactions from USPTO patents (1976-2016). Task: Predict the product of the given reaction. Given the reactants [C:1]([N:5]([C:26](=[O:35])[C:27]1[CH:32]=[C:31]([CH3:33])[CH:30]=[C:29]([CH3:34])[CH:28]=1)[NH:6][C:7](=[O:25])[C:8]1[CH:13]=[CH:12][C:11]([CH:14]=O)=[C:10]([B:16]2[O:20]C(C)(C)C(C)(C)O2)[CH:9]=1)([CH3:4])([CH3:3])[CH3:2].Cl.[CH:37]([NH:40][NH2:41])([CH3:39])[CH3:38].[OH-].[Na+].C(Cl)Cl, predict the reaction product. The product is: [C:1]([N:5]([C:26](=[O:35])[C:27]1[CH:28]=[C:29]([CH3:34])[CH:30]=[C:31]([CH3:33])[CH:32]=1)[NH:6][C:7]([C:8]1[CH:13]=[CH:12][C:11]2[CH:14]=[N:41][N:40]([CH:37]([CH3:39])[CH3:38])[B:16]([OH:20])[C:10]=2[CH:9]=1)=[O:25])([CH3:3])([CH3:2])[CH3:4].